From a dataset of NCI-60 drug combinations with 297,098 pairs across 59 cell lines. Regression. Given two drug SMILES strings and cell line genomic features, predict the synergy score measuring deviation from expected non-interaction effect. (1) Drug 1: CC1=C2C(C(=O)C3(C(CC4C(C3C(C(C2(C)C)(CC1OC(=O)C(C(C5=CC=CC=C5)NC(=O)C6=CC=CC=C6)O)O)OC(=O)C7=CC=CC=C7)(CO4)OC(=O)C)O)C)OC(=O)C. Drug 2: CCC1(CC2CC(C3=C(CCN(C2)C1)C4=CC=CC=C4N3)(C5=C(C=C6C(=C5)C78CCN9C7C(C=CC9)(C(C(C8N6C)(C(=O)OC)O)OC(=O)C)CC)OC)C(=O)OC)O.OS(=O)(=O)O. Cell line: T-47D. Synergy scores: CSS=3.42, Synergy_ZIP=-2.25, Synergy_Bliss=-0.137, Synergy_Loewe=-8.11, Synergy_HSA=-5.87. (2) Cell line: TK-10. Synergy scores: CSS=42.3, Synergy_ZIP=4.07, Synergy_Bliss=2.74, Synergy_Loewe=-58.8, Synergy_HSA=-1.65. Drug 1: CNC(=O)C1=NC=CC(=C1)OC2=CC=C(C=C2)NC(=O)NC3=CC(=C(C=C3)Cl)C(F)(F)F. Drug 2: CN(CC1=CN=C2C(=N1)C(=NC(=N2)N)N)C3=CC=C(C=C3)C(=O)NC(CCC(=O)O)C(=O)O. (3) Drug 1: C1=NC2=C(N1)C(=S)N=C(N2)N. Drug 2: C1=NC2=C(N1)C(=S)N=CN2. Cell line: OVCAR-4. Synergy scores: CSS=47.5, Synergy_ZIP=0.596, Synergy_Bliss=-5.58, Synergy_Loewe=-12.5, Synergy_HSA=-3.85. (4) Drug 1: C1=NC2=C(N1)C(=S)N=C(N2)N. Drug 2: C#CCC(CC1=CN=C2C(=N1)C(=NC(=N2)N)N)C3=CC=C(C=C3)C(=O)NC(CCC(=O)O)C(=O)O. Cell line: SF-539. Synergy scores: CSS=13.5, Synergy_ZIP=-15.1, Synergy_Bliss=-14.6, Synergy_Loewe=-15.0, Synergy_HSA=-11.0. (5) Drug 1: CC1=C2C(C(=O)C3(C(CC4C(C3C(C(C2(C)C)(CC1OC(=O)C(C(C5=CC=CC=C5)NC(=O)OC(C)(C)C)O)O)OC(=O)C6=CC=CC=C6)(CO4)OC(=O)C)OC)C)OC. Drug 2: CC1CCCC2(C(O2)CC(NC(=O)CC(C(C(=O)C(C1O)C)(C)C)O)C(=CC3=CSC(=N3)C)C)C. Cell line: MDA-MB-231. Synergy scores: CSS=37.2, Synergy_ZIP=2.33, Synergy_Bliss=2.89, Synergy_Loewe=-1.94, Synergy_HSA=3.68. (6) Cell line: K-562. Drug 1: C1=CC(=C2C(=C1NCCNCCO)C(=O)C3=C(C=CC(=C3C2=O)O)O)NCCNCCO. Synergy scores: CSS=58.6, Synergy_ZIP=-9.68, Synergy_Bliss=-3.75, Synergy_Loewe=-0.651, Synergy_HSA=2.42. Drug 2: CCC1=C2CN3C(=CC4=C(C3=O)COC(=O)C4(CC)O)C2=NC5=C1C=C(C=C5)O. (7) Drug 1: CN1C(=O)N2C=NC(=C2N=N1)C(=O)N. Drug 2: N.N.Cl[Pt+2]Cl. Cell line: OVCAR-4. Synergy scores: CSS=32.0, Synergy_ZIP=1.22, Synergy_Bliss=3.97, Synergy_Loewe=-22.8, Synergy_HSA=0.473. (8) Drug 1: CC1CCC2CC(C(=CC=CC=CC(CC(C(=O)C(C(C(=CC(C(=O)CC(OC(=O)C3CCCCN3C(=O)C(=O)C1(O2)O)C(C)CC4CCC(C(C4)OC)OCCO)C)C)O)OC)C)C)C)OC. Drug 2: CC1C(C(CC(O1)OC2CC(OC(C2O)C)OC3=CC4=CC5=C(C(=O)C(C(C5)C(C(=O)C(C(C)O)O)OC)OC6CC(C(C(O6)C)O)OC7CC(C(C(O7)C)O)OC8CC(C(C(O8)C)O)(C)O)C(=C4C(=C3C)O)O)O)O. Cell line: UACC62. Synergy scores: CSS=34.6, Synergy_ZIP=-2.49, Synergy_Bliss=-0.325, Synergy_Loewe=-3.48, Synergy_HSA=-0.769.